This data is from M1 muscarinic receptor agonist screen with 61,833 compounds. The task is: Binary Classification. Given a drug SMILES string, predict its activity (active/inactive) in a high-throughput screening assay against a specified biological target. The drug is O=C(Nc1ccc(cc1)C)c1nc(ccc1)C(OC)=O. The result is 0 (inactive).